From a dataset of Reaction yield outcomes from USPTO patents with 853,638 reactions. Predict the reaction yield, written as a fraction of the theoretical maximum amount of product (1.0 means a 100% yield; for example, 0.34 means a 34% yield). (1) The reactants are [CH3:1][O:2][C:3]1[CH:4]=[CH:5][C:6]([N+:12]([O-:14])=[O:13])=[C:7]([CH:11]=1)[C:8](O)=[O:9].O=S(Cl)Cl.[BH4-].[Na+]. The catalyst is C1COCC1.CN(C=O)C. The product is [CH3:1][O:2][C:3]1[CH:4]=[CH:5][C:6]([N+:12]([O-:14])=[O:13])=[C:7]([CH2:8][OH:9])[CH:11]=1. The yield is 0.660. (2) The reactants are [N:1](OCCC(C)C)=O.[CH2:9]([O:11][C:12](=[O:35])[C@@H:13]([CH2:20][C:21]1[CH:26]=[C:25]([Cl:27])[C:24]([NH2:28])=[C:23]([CH3:29])[C:22]=1[CH2:30][O:31][C:32](=[O:34])[CH3:33])[CH2:14][C:15]([O:17][CH2:18][CH3:19])=[O:16])[CH3:10].C([O-])(=O)C.[K+]. The catalyst is C(O)(=O)C. The product is [CH2:9]([O:11][C:12](=[O:35])[C@@H:13]([CH2:20][C:21]1[C:22]([CH2:30][O:31][C:32](=[O:34])[CH3:33])=[C:23]2[C:24](=[C:25]([Cl:27])[CH:26]=1)[NH:28][N:1]=[CH:29]2)[CH2:14][C:15]([O:17][CH2:18][CH3:19])=[O:16])[CH3:10]. The yield is 0.800. (3) The reactants are [F:1][C:2]1[C:11]2[C:12]([OH:16])([CH2:14][OH:15])[CH2:13][N:9]3[C:10]=2[C:5]([CH:6]=[CH:7][C:8]3=[O:17])=[CH:4][CH:3]=1.[C:18]1([CH3:28])[CH:23]=[CH:22][C:21]([S:24](Cl)(=[O:26])=[O:25])=[CH:20][CH:19]=1.C(=O)(O)[O-].[Na+]. The catalyst is ClCCl.O1CCCC1.CN(C=O)C.C(N(CC)CC)C.C([Sn](CCCC)=O)CCC. The product is [CH3:28][C:18]1[CH:23]=[CH:22][C:21]([S:24]([O:16][C:12]2([CH2:14][OH:15])[C:11]3=[C:10]4[C:5](=[CH:4][CH:3]=[C:2]3[F:1])[CH:6]=[CH:7][C:8](=[O:17])[N:9]4[CH2:13]2)(=[O:26])=[O:25])=[CH:20][CH:19]=1. The yield is 0.770.